This data is from Forward reaction prediction with 1.9M reactions from USPTO patents (1976-2016). The task is: Predict the product of the given reaction. (1) The product is: [OH:16][CH2:15][C:2]1([NH:1][CH2:19][CH2:18][C:17]#[N:20])[CH2:7][CH2:6][N:5]([CH2:8][C:9]2[CH:14]=[CH:13][CH:12]=[CH:11][CH:10]=2)[CH2:4][CH2:3]1. Given the reactants [NH2:1][C:2]1([CH2:15][OH:16])[CH2:7][CH2:6][N:5]([CH2:8][C:9]2[CH:14]=[CH:13][CH:12]=[CH:11][CH:10]=2)[CH2:4][CH2:3]1.[C:17](#[N:20])[CH:18]=[CH2:19], predict the reaction product. (2) Given the reactants [O:1]=[C:2]1[NH:8][CH2:7][CH2:6][CH2:5][N:4](C(OC(C)(C)C)=O)[CH2:3]1.[ClH:16], predict the reaction product. The product is: [ClH:16].[NH:8]1[CH2:7][CH2:6][CH2:5][NH:4][CH2:3][C:2]1=[O:1]. (3) Given the reactants [CH2:1]([O:8][C:9]1[CH:10]=[C:11]([CH2:18][CH:19]([CH3:24])[C:20](=[O:23])[CH2:21][CH3:22])[CH:12]=[CH:13][C:14]=1[N+:15]([O-])=O)[C:2]1[CH:7]=[CH:6][CH:5]=[CH:4][CH:3]=1, predict the reaction product. The product is: [NH2:15][C:14]1[CH:13]=[CH:12][C:11]([CH2:18][CH:19]([CH3:24])[C:20](=[O:23])[CH2:21][CH3:22])=[CH:10][C:9]=1[O:8][CH2:1][C:2]1[CH:3]=[CH:4][CH:5]=[CH:6][CH:7]=1. (4) Given the reactants N1([CH:6]=[CH:7][C:8]2[CH:13]=[CH:12][CH:11]=[CH:10][C:9]=2[N+:14]([O-])=O)CCCC1, predict the reaction product. The product is: [NH:14]1[C:9]2[C:8](=[CH:13][CH:12]=[CH:11][CH:10]=2)[CH:7]=[CH:6]1. (5) The product is: [Cl:31][C:4]1[N:3]=[C:2]([CH3:1])[C:7]2[C:8](=[O:21])[N:9]([C:11]3[CH:12]=[N:13][N:14]([CH2:16][C:17]([F:20])([F:19])[F:18])[CH:15]=3)[CH2:10][C:6]=2[CH:5]=1. Given the reactants [CH3:1][C:2]1[N:3](C(OCC)=O)[C:4](=O)[CH:5]=[C:6]2[CH2:10][N:9]([C:11]3[CH:12]=[N:13][N:14]([CH2:16][C:17]([F:20])([F:19])[F:18])[CH:15]=3)[C:8](=[O:21])[C:7]=12.Cl.P(Cl)(Cl)([Cl:31])=O, predict the reaction product. (6) Given the reactants F[C:2]1[CH:3]=[N:4][CH:5]=[CH:6][C:7]=1[CH:8]=O.CN(C)C=O.C(=O)([O-])[O-].[K+].[K+].[SH:21][CH2:22][C:23]([O:25][CH3:26])=[O:24], predict the reaction product. The product is: [S:21]1[C:2]2=[CH:3][N:4]=[CH:5][CH:6]=[C:7]2[CH:8]=[C:22]1[C:23]([O:25][CH3:26])=[O:24].